The task is: Regression. Given a peptide amino acid sequence and an MHC pseudo amino acid sequence, predict their binding affinity value. This is MHC class I binding data.. This data is from Peptide-MHC class I binding affinity with 185,985 pairs from IEDB/IMGT. (1) The peptide sequence is MLHNPTSETM. The MHC is HLA-A02:02 with pseudo-sequence HLA-A02:02. The binding affinity (normalized) is 1.00. (2) The peptide sequence is LLGLILFVLA. The MHC is HLA-A02:01 with pseudo-sequence HLA-A02:01. The binding affinity (normalized) is 0.208.